Dataset: Reaction yield outcomes from USPTO patents with 853,638 reactions. Task: Predict the reaction yield, written as a fraction of the theoretical maximum amount of product (1.0 means a 100% yield; for example, 0.34 means a 34% yield). (1) The reactants are Cl.[C:2](=[NH:7])([O:4][CH2:5][CH3:6])[CH3:3].C(N(CC)CC)C.[C:15](Cl)(=[O:22])[C:16]1[CH:21]=[CH:20][CH:19]=[CH:18][CH:17]=1. The catalyst is C1(C)C=CC=CC=1. The product is [CH2:5]([O:4][C:2](=[N:7][C:15](=[O:22])[C:16]1[CH:21]=[CH:20][CH:19]=[CH:18][CH:17]=1)[CH3:3])[CH3:6]. The yield is 0.820. (2) The reactants are [CH3:1][O:2][C:3](=[O:12])[C:4]1[CH:9]=[CH:8][C:7]([OH:10])=[C:6]([OH:11])[CH:5]=1.Br[CH2:14][CH2:15]Br.[OH-].[K+]. The catalyst is CO. The product is [O:10]1[CH2:15][CH2:14][O:11][C:6]2[CH:5]=[C:4]([C:3]([O:2][CH3:1])=[O:12])[CH:9]=[CH:8][C:7]1=2. The yield is 0.130. (3) The yield is 0.360. The catalyst is C(OCC)(=O)C. The reactants are [Cl:1][C:2]1[C:11]2[C:6](=[C:7]([O:12][CH3:13])[CH:8]=[CH:9][CH:10]=2)[N:5]=[C:4]([CH3:14])[CH:3]=1.[Cl:15][C:16]1[CH:21]=[CH:20][C:19]([CH:22]([NH2:27])[CH2:23][N:24]([CH3:26])[CH3:25])=[CH:18][CH:17]=1. The product is [ClH:1].[ClH:15].[Cl:15][C:16]1[CH:17]=[CH:18][C:19]([CH:22]([NH:27][C:2]2[C:11]3[C:6](=[C:7]([O:12][CH3:13])[CH:8]=[CH:9][CH:10]=3)[N:5]=[C:4]([CH3:14])[CH:3]=2)[CH2:23][N:24]([CH3:25])[CH3:26])=[CH:20][CH:21]=1. (4) The reactants are C([O:3][C:4](=[O:32])[C:5]([CH3:31])([CH3:30])[CH2:6][CH2:7][CH2:8][CH2:9][CH2:10][CH2:11][CH2:12][C:13](=[O:29])[CH2:14][CH2:15][CH2:16][CH2:17][CH2:18][CH2:19][CH2:20][C:21]([CH3:28])([CH3:27])[C:22]([O:24]CC)=[O:23])C.[OH-].[K+]. The yield is 0.740. The catalyst is CCO.O. The product is [CH3:30][C:5]([CH3:31])([CH2:6][CH2:7][CH2:8][CH2:9][CH2:10][CH2:11][CH2:12][C:13](=[O:29])[CH2:14][CH2:15][CH2:16][CH2:17][CH2:18][CH2:19][CH2:20][C:21]([CH3:28])([CH3:27])[C:22]([OH:24])=[O:23])[C:4]([OH:32])=[O:3]. (5) The catalyst is C(Cl)Cl.CN1C(=O)CCC1. The product is [F:66][C:67]([F:80])([F:81])[C:68]1[CH:69]=[C:70]([NH:78][NH:79][C:10](=[O:12])[CH:9]([C:4]2[CH:5]=[CH:6][CH:7]=[CH:8][C:3]=2[Cl:2])[N:13]2[CH2:18][CH2:17][N:16]([CH3:19])[CH2:15][CH2:14]2)[CH:71]=[C:72]([C:74]([F:77])([F:75])[F:76])[CH:73]=1. The reactants are Cl.[Cl:2][C:3]1[CH:8]=[CH:7][CH:6]=[CH:5][C:4]=1[CH:9]([N:13]1[CH2:18][CH2:17][N:16]([CH3:19])[CH2:15][CH2:14]1)[C:10]([OH:12])=O.C1C=CC2N(O)N=NC=2C=1.O.C1CCC(N=C=NC2CCCCC2)CC1.CN1C2C=CC(Cl)=CC=2C(C2C=CC=CC=2)=NCC1=O.[F:66][C:67]([F:81])([F:80])[C:68]1[CH:69]=[C:70]([NH:78][NH2:79])[CH:71]=[C:72]([C:74]([F:77])([F:76])[F:75])[CH:73]=1.[N-]=C=O.C(O)C(N)(CO)CO. The yield is 0.420. (6) The reactants are [CH2:1]([O:3][CH2:4][CH2:5][N:6]([C:15]1[CH:16]=[CH:17][CH:18]=[C:19]2[C:23]=1[NH:22][C:21]([C:24]1[S:25][C:26]([CH2:29]O)=[CH:27][N:28]=1)=[CH:20]2)[S:7]([C:10]1[S:11][CH:12]=[CH:13][CH:14]=1)(=[O:9])=[O:8])[CH3:2].O1CCCC1.S(Cl)([Cl:38])=O. The catalyst is CN(C)C=O.C(OCC)(=O)C.[Cl-].[Na+].O. The product is [Cl:38][CH2:29][C:26]1[S:25][C:24]([C:21]2[NH:22][C:23]3[C:19]([CH:20]=2)=[CH:18][CH:17]=[CH:16][C:15]=3[N:6]([CH2:5][CH2:4][O:3][CH2:1][CH3:2])[S:7]([C:10]2[S:11][CH:12]=[CH:13][CH:14]=2)(=[O:9])=[O:8])=[N:28][CH:27]=1. The yield is 0.930.